This data is from Catalyst prediction with 721,799 reactions and 888 catalyst types from USPTO. The task is: Predict which catalyst facilitates the given reaction. (1) Reactant: [CH2:1]([CH:3]1[CH2:7][C:6](=O)[CH2:5][CH:4]1[C:9]([O:11][CH2:12][CH3:13])=[O:10])[CH3:2].CC(O)=O.[CH2:18]([NH:25][CH2:26][C:27]1[CH:32]=[CH:31][CH:30]=[CH:29][CH:28]=1)[C:19]1[CH:24]=[CH:23][CH:22]=[CH:21][CH:20]=1.[BH-](OC(C)=O)(OC(C)=O)OC(C)=O.[Na+].C([O-])(O)=O.[Na+]. Product: [CH2:26]([N:25]([CH2:18][C:19]1[CH:24]=[CH:23][CH:22]=[CH:21][CH:20]=1)[CH:6]1[CH2:5][CH:4]([C:9]([O:11][CH2:12][CH3:13])=[O:10])[CH:3]([CH2:1][CH3:2])[CH2:7]1)[C:27]1[CH:32]=[CH:31][CH:30]=[CH:29][CH:28]=1. The catalyst class is: 26. (2) Reactant: [C:1]([C:3]1[CH:10]=[CH:9][C:6]([C:7]#[N:8])=[CH:5][CH:4]=1)#[CH:2].[CH3:11][O:12]C(OC)N(C)C.Cl. Product: [O:12]=[CH:11][C:2]#[C:1][C:3]1[CH:10]=[CH:9][C:6]([C:7]#[N:8])=[CH:5][CH:4]=1. The catalyst class is: 3.